From a dataset of Peptide-MHC class I binding affinity with 185,985 pairs from IEDB/IMGT. Regression. Given a peptide amino acid sequence and an MHC pseudo amino acid sequence, predict their binding affinity value. This is MHC class I binding data. (1) The peptide sequence is KTPWDRFCK. The MHC is HLA-A26:01 with pseudo-sequence HLA-A26:01. The binding affinity (normalized) is 0.0847. (2) The binding affinity (normalized) is 0. The peptide sequence is FLKEMGGL. The MHC is HLA-B44:02 with pseudo-sequence HLA-B44:02. (3) The peptide sequence is GMPNWCVSI. The binding affinity (normalized) is 0.703. The MHC is HLA-A02:01 with pseudo-sequence HLA-A02:01. (4) The peptide sequence is SRVYQILQPIL. The MHC is Mamu-A07 with pseudo-sequence Mamu-A07. The binding affinity (normalized) is 0.470. (5) The peptide sequence is KQWIIMGLNK. The MHC is Mamu-B03 with pseudo-sequence Mamu-B03. The binding affinity (normalized) is 0. (6) The peptide sequence is YTIGTTHFQ. The MHC is HLA-A26:01 with pseudo-sequence HLA-A26:01. The binding affinity (normalized) is 0.367.